This data is from NCI-60 drug combinations with 297,098 pairs across 59 cell lines. The task is: Regression. Given two drug SMILES strings and cell line genomic features, predict the synergy score measuring deviation from expected non-interaction effect. (1) Cell line: OVCAR3. Synergy scores: CSS=24.3, Synergy_ZIP=-9.29, Synergy_Bliss=-3.99, Synergy_Loewe=-36.2, Synergy_HSA=-3.20. Drug 2: C1=NNC2=C1C(=O)NC=N2. Drug 1: CC1OCC2C(O1)C(C(C(O2)OC3C4COC(=O)C4C(C5=CC6=C(C=C35)OCO6)C7=CC(=C(C(=C7)OC)O)OC)O)O. (2) Drug 1: CN(C)C1=NC(=NC(=N1)N(C)C)N(C)C. Drug 2: CN(CC1=CN=C2C(=N1)C(=NC(=N2)N)N)C3=CC=C(C=C3)C(=O)NC(CCC(=O)O)C(=O)O. Cell line: LOX IMVI. Synergy scores: CSS=48.5, Synergy_ZIP=0.0453, Synergy_Bliss=-1.48, Synergy_Loewe=-7.07, Synergy_HSA=1.42. (3) Cell line: ACHN. Synergy scores: CSS=61.3, Synergy_ZIP=-6.09, Synergy_Bliss=-0.149, Synergy_Loewe=1.85, Synergy_HSA=2.46. Drug 2: CS(=O)(=O)OCCCCOS(=O)(=O)C. Drug 1: CC12CCC3C(C1CCC2=O)CC(=C)C4=CC(=O)C=CC34C.